Dataset: NCI-60 drug combinations with 297,098 pairs across 59 cell lines. Task: Regression. Given two drug SMILES strings and cell line genomic features, predict the synergy score measuring deviation from expected non-interaction effect. (1) Drug 1: CC1C(C(=O)NC(C(=O)N2CCCC2C(=O)N(CC(=O)N(C(C(=O)O1)C(C)C)C)C)C(C)C)NC(=O)C3=C4C(=C(C=C3)C)OC5=C(C(=O)C(=C(C5=N4)C(=O)NC6C(OC(=O)C(N(C(=O)CN(C(=O)C7CCCN7C(=O)C(NC6=O)C(C)C)C)C)C(C)C)C)N)C. Drug 2: C1=CC=C(C(=C1)C(C2=CC=C(C=C2)Cl)C(Cl)Cl)Cl. Cell line: A498. Synergy scores: CSS=2.73, Synergy_ZIP=-2.08, Synergy_Bliss=1.16, Synergy_Loewe=-12.2, Synergy_HSA=-0.447. (2) Drug 1: CNC(=O)C1=CC=CC=C1SC2=CC3=C(C=C2)C(=NN3)C=CC4=CC=CC=N4. Drug 2: C1=CC=C(C(=C1)C(C2=CC=C(C=C2)Cl)C(Cl)Cl)Cl. Cell line: HOP-62. Synergy scores: CSS=-0.203, Synergy_ZIP=3.36, Synergy_Bliss=6.31, Synergy_Loewe=4.05, Synergy_HSA=3.49.